Dataset: Cav3 T-type calcium channel HTS with 100,875 compounds. Task: Binary Classification. Given a drug SMILES string, predict its activity (active/inactive) in a high-throughput screening assay against a specified biological target. (1) The drug is S(c1nn2c(cc(nc2n1)C)C)Cc1sc(SCc2cc(OC)ccc2)nn1. The result is 0 (inactive). (2) The drug is Brc1c(CNCCCC)cc(OCC)c(OCC(=O)N)c1. The result is 0 (inactive). (3) The drug is Clc1c(N2CCN(CC2)CC(=O)NC(=O)NCc2ccccc2)ncc(c1)C(F)(F)F. The result is 0 (inactive). (4) The result is 0 (inactive). The drug is Fc1ccc(NC(=O)C2CCN(CC2)c2n(nnn2)c2ccccc2)cc1. (5) The compound is s1c(Cc2n(NC(=O)Cc3sccc3)c(=O)c3c(n2)cccc3)ccc1. The result is 0 (inactive). (6) The compound is s1c(c2oc(NCCCN3CCOCC3)c(n2)C#N)ccc1. The result is 0 (inactive).